From a dataset of Forward reaction prediction with 1.9M reactions from USPTO patents (1976-2016). Predict the product of the given reaction. (1) The product is: [CH:21]1([CH:9]([C:8]2[C:4]([CH2:3][O:2][CH3:1])=[N:5][N:6]([C:11]3[CH:16]=[C:15]([C:17]([F:20])([F:18])[F:19])[CH:14]=[CH:13][N:12]=3)[CH:7]=2)[OH:10])[CH2:26][CH2:25][CH2:24][CH2:23][CH2:22]1. Given the reactants [CH3:1][O:2][CH2:3][C:4]1[C:8]([CH:9]=[O:10])=[CH:7][N:6]([C:11]2[CH:16]=[C:15]([C:17]([F:20])([F:19])[F:18])[CH:14]=[CH:13][N:12]=2)[N:5]=1.[CH:21]1([Mg]Br)[CH2:26][CH2:25][CH2:24][CH2:23][CH2:22]1, predict the reaction product. (2) Given the reactants Br[C:2]1[CH:7]=[CH:6][C:5]([C:8]([N:10]2[CH2:14][CH2:13][CH2:12][C@H:11]2[CH2:15][N:16]2[CH2:20][CH2:19][CH2:18][CH2:17]2)=[O:9])=[C:4]([F:21])[CH:3]=1.[C:22]([C:24]1[CH:25]=[C:26](B(O)O)[CH:27]=[CH:28][CH:29]=1)#[N:23], predict the reaction product. The product is: [F:21][C:4]1[CH:3]=[C:2]([C:28]2[CH:27]=[CH:26][CH:25]=[C:24]([C:22]#[N:23])[CH:29]=2)[CH:7]=[CH:6][C:5]=1[C:8]([N:10]1[CH2:14][CH2:13][CH2:12][C@H:11]1[CH2:15][N:16]1[CH2:20][CH2:19][CH2:18][CH2:17]1)=[O:9]. (3) Given the reactants C1(C2CC(O)C3C(=CC=C(O)C=3)O2)C=CC=CC=1.[F:19][C:20]1[CH:25]=[CH:24][C:23]([F:26])=[CH:22][C:21]=1[CH:27]1[CH2:36][C:35](=[O:37])[C:34]2[C:29](=[CH:30][CH:31]=[C:32]([OH:38])[CH:33]=2)[O:28]1, predict the reaction product. The product is: [F:19][C:20]1[CH:25]=[CH:24][C:23]([F:26])=[CH:22][C:21]=1[CH:27]1[CH2:36][CH:35]([OH:37])[C:34]2[C:29](=[CH:30][CH:31]=[C:32]([OH:38])[CH:33]=2)[O:28]1. (4) The product is: [CH2:15]([N:14]([CH2:17][C:18]1[CH:19]=[C:20]([C:24]2[CH:29]=[CH:28][N:27]=[C:26]([NH:41][CH2:40][CH2:39][C:35]3[CH:36]=[CH:37][CH:38]=[C:33]([C:32]([F:31])([F:42])[F:43])[CH:34]=3)[N:25]=2)[CH:21]=[CH:22][CH:23]=1)[CH:11]1[CH2:12][CH2:13][NH:8][CH2:9][CH2:10]1)[CH3:16]. Given the reactants C(OC([N:8]1[CH2:13][CH2:12][CH:11]([N:14]([CH2:17][C:18]2[CH:23]=[CH:22][CH:21]=[C:20]([C:24]3[CH:29]=[CH:28][N:27]=[C:26](Cl)[N:25]=3)[CH:19]=2)[CH2:15][CH3:16])[CH2:10][CH2:9]1)=O)(C)(C)C.[F:31][C:32]([F:43])([F:42])[C:33]1[CH:34]=[C:35]([CH2:39][CH2:40][NH2:41])[CH:36]=[CH:37][CH:38]=1, predict the reaction product. (5) Given the reactants [S:1]1[CH:5]=[CH:4][CH:3]=[C:2]1[CH2:6][NH:7][C:8](=[O:14])[O:9][C:10]([CH3:13])([CH3:12])[CH3:11].C1C(=O)N([Br:22])C(=O)C1, predict the reaction product. The product is: [Br:22][C:5]1[S:1][C:2]([CH2:6][NH:7][C:8](=[O:14])[O:9][C:10]([CH3:11])([CH3:13])[CH3:12])=[CH:3][CH:4]=1. (6) Given the reactants [H-].[H-].[H-].[H-].[Li+].[Al+3].[CH3:7][CH:8]1[O:13][CH:12]([CH3:14])[CH2:11][N:10]([CH2:15][C:16]2[CH:21]=[CH:20][C:19]([CH2:22][CH2:23][C:24](OCC)=[O:25])=[CH:18][CH:17]=2)[CH2:9]1, predict the reaction product. The product is: [CH3:14][CH:12]1[O:13][CH:8]([CH3:7])[CH2:9][N:10]([CH2:15][C:16]2[CH:21]=[CH:20][C:19]([CH2:22][CH2:23][CH2:24][OH:25])=[CH:18][CH:17]=2)[CH2:11]1.